From a dataset of Full USPTO retrosynthesis dataset with 1.9M reactions from patents (1976-2016). Predict the reactants needed to synthesize the given product. (1) Given the product [F:6][C:7]1[CH:12]=[C:11]([N+:13]([O-:15])=[O:14])[CH:10]=[CH:9][C:18]=1[C:17]([OH:20])=[O:19], predict the reactants needed to synthesize it. The reactants are: S(=O)(=O)(O)O.[F:6][C:7]1[CH:12]=[C:11]([N+:13]([O-:15])=[O:14])[CH:10]=[CH:9]C=1C.[C:17]([OH:20])(=[O:19])[CH3:18]. (2) Given the product [C:1]([O:5][C:6]([NH:8][CH:9]1[CH2:13][CH2:12][C:11]([C:28]2[N:36]3[C:32](=[N:33][C:34]4[CH:40]=[CH:39][CH:38]=[CH:37][C:35]=43)[C:31]([C:41]#[N:42])=[C:30]([CH3:43])[C:29]=2[CH2:44][CH3:45])=[CH:10]1)=[O:7])([CH3:2])([CH3:3])[CH3:4], predict the reactants needed to synthesize it. The reactants are: [C:1]([O:5][C:6]([NH:8][CH:9]1[CH2:13][CH2:12][C:11]([Sn](CCCC)(CCCC)CCCC)=[CH:10]1)=[O:7])([CH3:4])([CH3:3])[CH3:2].Cl[C:28]1[N:36]2[C:32](=[N:33][C:34]3[CH:40]=[CH:39][CH:38]=[CH:37][C:35]=32)[C:31]([C:41]#[N:42])=[C:30]([CH3:43])[C:29]=1[CH2:44][CH3:45].C(C1C=C(C)C=C(C(C)(C)C)C=1O)(C)(C)C. (3) Given the product [F:40][C:36]1[CH:35]=[C:34]([C@H:33]([NH:41][CH3:42])[CH2:32][N:29]2[CH2:30][CH2:31][C@H:27]([OH:26])[CH2:28]2)[CH:39]=[CH:38][CH:37]=1, predict the reactants needed to synthesize it. The reactants are: CCCC[N+](CCCC)(CCCC)CCCC.[F-].[Si]([O:26][C@H:27]1[CH2:31][CH2:30][N:29]([CH2:32][C@@H:33]([NH:41][CH3:42])[C:34]2[CH:39]=[CH:38][CH:37]=[C:36]([F:40])[CH:35]=2)[CH2:28]1)(C(C)(C)C)(C)C. (4) The reactants are: [NH2:1][C:2]1[C:10]([Cl:11])=[CH:9][C:5]([C:6]([NH2:8])=O)=[C:4]([O:12][CH3:13])[CH:3]=1.O=P(Cl)(Cl)Cl. Given the product [NH2:1][C:2]1[C:10]([Cl:11])=[CH:9][C:5]([C:6]#[N:8])=[C:4]([O:12][CH3:13])[CH:3]=1, predict the reactants needed to synthesize it. (5) Given the product [CH2:1]([O:3][C:4]([CH:6]1[CH2:10][CH2:9][CH2:8][CH:7]1[NH:11][CH2:12][C:13]1[CH:18]=[CH:17][CH:16]=[CH:15][N:14]=1)=[O:5])[CH3:2], predict the reactants needed to synthesize it. The reactants are: [CH2:1]([O:3][C:4]([C:6]1[CH2:10][CH2:9][CH2:8][C:7]=1[NH:11][CH2:12][C:13]1[CH:18]=[CH:17][CH:16]=[CH:15][N:14]=1)=[O:5])[CH3:2].B.N1C=CC=CC=1. (6) The reactants are: [CH3:1][O:2][C:3]1[CH:8]=[CH:7][C:6](B(O)O)=[CH:5][CH:4]=1.[CH2:12]([O:19][C:20]1[CH:35]=[CH:34][C:23]([C:24]([O:26][CH2:27][C:28]2[CH:33]=[CH:32][CH:31]=[CH:30][CH:29]=2)=[O:25])=[CH:22][C:21]=1Br)[C:13]1[CH:18]=[CH:17][CH:16]=[CH:15][CH:14]=1.C(=O)([O-])[O-].[K+].[K+]. Given the product [CH2:12]([O:19][C:20]1[CH:35]=[CH:34][C:23]([C:24]([O:26][CH2:27][C:28]2[CH:33]=[CH:32][CH:31]=[CH:30][CH:29]=2)=[O:25])=[CH:22][C:21]=1[C:6]1[CH:7]=[CH:8][C:3]([O:2][CH3:1])=[CH:4][CH:5]=1)[C:13]1[CH:18]=[CH:17][CH:16]=[CH:15][CH:14]=1, predict the reactants needed to synthesize it. (7) Given the product [F:19][C:20]1[CH:21]=[C:22]([CH2:27][C:28]([NH:1][N:2]2[N:11]=[C:10]([C:12]3[CH:17]=[CH:16][CH:15]=[CH:14][N:13]=3)[C:9]3[C:4](=[CH:5][CH:6]=[CH:7][CH:8]=3)[C:3]2=[O:18])=[O:29])[CH:23]=[C:24]([F:26])[CH:25]=1, predict the reactants needed to synthesize it. The reactants are: [NH2:1][N:2]1[N:11]=[C:10]([C:12]2[CH:17]=[CH:16][CH:15]=[CH:14][N:13]=2)[C:9]2[C:4](=[CH:5][CH:6]=[CH:7][CH:8]=2)[C:3]1=[O:18].[F:19][C:20]1[CH:21]=[C:22]([CH2:27][C:28](O)=[O:29])[CH:23]=[C:24]([F:26])[CH:25]=1.